From a dataset of Forward reaction prediction with 1.9M reactions from USPTO patents (1976-2016). Predict the product of the given reaction. (1) Given the reactants [CH:1]([N:4]1[CH2:10][CH2:9][C:8]2[S:11][C:12]([NH:14][C:15]3[N:20]=[C:19]([CH3:21])[CH:18]=[CH:17][N:16]=3)=[N:13][C:7]=2[C:6]2=[CH:22][N:23](CC3C=CC(OC)=CC=3)[N:24]=[C:5]12)([CH3:3])[CH3:2], predict the reaction product. The product is: [CH:1]([N:4]1[CH2:10][CH2:9][C:8]2[S:11][C:12]([NH:14][C:15]3[N:20]=[C:19]([CH3:21])[CH:18]=[CH:17][N:16]=3)=[N:13][C:7]=2[C:6]2=[CH:22][NH:23][N:24]=[C:5]12)([CH3:3])[CH3:2]. (2) Given the reactants Cl[C:2]1[C:11]2[C:6](=[CH:7][C:8]([O:12][CH3:13])=[CH:9][CH:10]=2)[CH:5]=[C:4]([NH:14][C:15]2[CH:19]=[C:18]([CH3:20])[NH:17][N:16]=2)[N:3]=1.C[N:22]1[CH:26]=[C:25](B(O)O)[CH:24]=[N:23]1, predict the reaction product. The product is: [CH3:20][C:18]1[NH:17][N:16]=[C:15]([NH:14][C:4]2[N:3]=[C:2]([C:25]3[CH:26]=[N:22][NH:23][CH:24]=3)[C:11]3[C:6]([CH:5]=2)=[CH:7][C:8]([O:12][CH3:13])=[CH:9][CH:10]=3)[CH:19]=1.